From a dataset of M1 muscarinic receptor antagonist screen with 61,756 compounds. Binary Classification. Given a drug SMILES string, predict its activity (active/inactive) in a high-throughput screening assay against a specified biological target. (1) The compound is s1c2c(n(c(C(=O)NCCCN3CCc4c(C3)cccc4)c2)CC)cc1. The result is 1 (active). (2) The molecule is S(CC(=O)NCc1ccc(F)cc1)c1ncccn1. The result is 0 (inactive).